Dataset: Forward reaction prediction with 1.9M reactions from USPTO patents (1976-2016). Task: Predict the product of the given reaction. Given the reactants NCCC([NH:6][C:7]1[CH:8]=[C:9]2[C:14](=[CH:15][CH:16]=1)[N:13]=[CH:12][N:11]=[C:10]2[NH:17][C:18]1[CH:23]=[CH:22][C:21]([O:24][CH2:25][C:26]2[CH:31]=[CH:30][CH:29]=[C:28]([F:32])[CH:27]=2)=[C:20]([Cl:33])[CH:19]=1)=O.C(OC(=O)NCCC(=O)NC1C=C2C(=CC=1)N=CN=C2NC1C=CC(F)=C(Cl)C=1)(C)(C)C, predict the reaction product. The product is: [Cl:33][C:20]1[CH:19]=[C:18]([NH:17][C:10]2[C:9]3[C:14](=[CH:15][CH:16]=[C:7]([NH2:6])[CH:8]=3)[N:13]=[CH:12][N:11]=2)[CH:23]=[CH:22][C:21]=1[O:24][CH2:25][C:26]1[CH:31]=[CH:30][CH:29]=[C:28]([F:32])[CH:27]=1.